Task: Predict the reactants needed to synthesize the given product.. Dataset: Full USPTO retrosynthesis dataset with 1.9M reactions from patents (1976-2016) (1) Given the product [F:2][CH2:3][C:4]([C:8]1[O:12][N:11]=[C:10]([NH:13][C:14](=[O:38])[NH:15][C:16]2[CH:17]=[CH:18][C:19]([NH:22][C:23](=[O:37])[C:24]3[CH:29]=[CH:28][C:27]([O:30][CH:31]4[CH2:32][CH2:33][N:34]([CH2:40][CH3:41])[CH2:35][CH2:36]4)=[CH:26][N:25]=3)=[CH:20][CH:21]=2)[CH:9]=1)([CH3:7])[CH2:5][F:6], predict the reactants needed to synthesize it. The reactants are: Cl.[F:2][CH2:3][C:4]([C:8]1[O:12][N:11]=[C:10]([NH:13][C:14](=[O:38])[NH:15][C:16]2[CH:21]=[CH:20][C:19]([NH:22][C:23](=[O:37])[C:24]3[CH:29]=[CH:28][C:27]([O:30][CH:31]4[CH2:36][CH2:35][NH:34][CH2:33][CH2:32]4)=[CH:26][N:25]=3)=[CH:18][CH:17]=2)[CH:9]=1)([CH3:7])[CH2:5][F:6].Cl.[C:40](C1ON=C(NC(=O)NC2C=CC(NC(=O)C3C=C(OC4CCNCC4)C=CN=3)=CC=2)C=1)(C)(C)[CH3:41]. (2) Given the product [F:39][C:2]1([F:1])[CH2:4][CH:3]1[CH2:5][N:6]1[C:14]2[C:9](=[N:10][C:11]([C:15]3[CH:16]=[C:17]([CH2:18][N:19]4[CH2:24][CH2:23][NH:22][CH2:21][CH2:20]4)[CH:32]=[CH:33][C:34]=3[CH3:35])=[CH:12][CH:13]=2)[N:8]([CH3:36])[S:7]1(=[O:38])=[O:37], predict the reactants needed to synthesize it. The reactants are: [F:1][C:2]1([F:39])[CH2:4][CH:3]1[CH2:5][N:6]1[C:14]2[C:9](=[N:10][C:11]([C:15]3[CH:16]=[C:17]([CH:32]=[CH:33][C:34]=3[CH3:35])[CH2:18][N:19]3[CH2:24][CH2:23][N:22](C(OC(C)(C)C)=O)[CH2:21][CH2:20]3)=[CH:12][CH:13]=2)[N:8]([CH3:36])[S:7]1(=[O:38])=[O:37].C(O)(C(F)(F)F)=O.C1(C)C=CC=CC=1. (3) Given the product [OH:26][CH2:25][C:24]([NH:23][C:11]([C:7]1[CH:6]=[C:5]2[C:10](=[CH:9][CH:8]=1)[N:2]([CH3:1])[CH:3]=[C:4]2[C:14]1[NH:22][C:17]2=[N:18][CH:19]=[CH:20][CH:21]=[C:16]2[CH:15]=1)=[O:12])([CH2:27][OH:28])[CH3:29], predict the reactants needed to synthesize it. The reactants are: [CH3:1][N:2]1[C:10]2[C:5](=[CH:6][C:7]([C:11](O)=[O:12])=[CH:8][CH:9]=2)[C:4]([C:14]2[NH:22][C:17]3=[N:18][CH:19]=[CH:20][CH:21]=[C:16]3[CH:15]=2)=[CH:3]1.[NH2:23][C:24]([CH3:29])([CH2:27][OH:28])[CH2:25][OH:26]. (4) Given the product [O:1]1[CH2:5][CH2:4][O:3][CH:2]1[CH2:6][CH2:7][CH2:8][CH2:9][O:10][C:11]1[CH:12]=[CH:13][C:14]([C:15]([OH:17])=[O:16])=[CH:19][CH:20]=1, predict the reactants needed to synthesize it. The reactants are: [O:1]1[CH2:5][CH2:4][O:3][CH:2]1[CH2:6][CH2:7][CH2:8][CH2:9][O:10][C:11]1[CH:20]=[CH:19][C:14]([C:15]([O:17]C)=[O:16])=[CH:13][CH:12]=1.C1COCC1.[Li+].[OH-].C([O-])(O)=O.[Na+]. (5) Given the product [Cl:17][C:6]1[C:5]2[C:10](=[CH:11][C:2]([CH3:1])=[CH:3][CH:4]=2)[N:9]=[C:8]([C:13]#[N:14])[CH:7]=1, predict the reactants needed to synthesize it. The reactants are: [CH3:1][C:2]1[CH:3]=[CH:4][C:5]2[C:10]([CH:11]=1)=[N+:9]([O-])[C:8]([C:13]#[N:14])=[CH:7][CH:6]=2.P(Cl)(Cl)([Cl:17])=O.